Dataset: Experimentally validated miRNA-target interactions with 360,000+ pairs, plus equal number of negative samples. Task: Binary Classification. Given a miRNA mature sequence and a target amino acid sequence, predict their likelihood of interaction. (1) The miRNA is mmu-miR-3106-5p with sequence UGGCUCAUUUAGAAGCAGCCA. The protein sequence of the target gene is MEESGYESVLCVKPDVHVYRIPPRATNRGYRAAEWQLDQPSWSGRLRITAKGQMAYIKLEDRTSGELFAQAPVDQFPGTAVESVTDSSRYFVIRIEDGNGRRAFIGIGFGDRGDAFDFNVALQDHFKWVKQQCEFAKQAQNPDQGPKLDLGFKEGQTIKLNIANMKKKEGAAGNPRVRPASTGGLSLLPPPPGGKTSTLIPPPGEQLAVGGSLVQPAVAPSSGGAPVPWPQPNPATADIWGDFTKSTGSTSSQTQPGTGWVQF. Result: 0 (no interaction). (2) The miRNA is mmu-miR-466m-3p with sequence UACAUACACACAUACACACGCA. The protein sequence of the target gene is MAQALSEEEFQRMQAQLLELRTNNYQLSDELRKNGVELTSLRQKVAYLDKEFSKAQKALSKSKKAQEVEVLLSENEMLQAKLHSQEEDFRLQNSTLMAEFSKLCSQMEQLEQENQQLKEGAAGAGVAQAGPLVDGELLRLQAENTALQKNVAALQERYGKEAGKFSAVSEGQGDPPGGLAPTVLAPMPLAEVELKWEMEKEEKRLLWEQLQGLESSKQAETSRLQEELAKLSEKLKKKQESFCRLQTEKETLFNDSRNKIEELQQRKEADHKAQLARTQKLQQELEAANQSLAELRDQRQ.... Result: 0 (no interaction). (3) The miRNA is hsa-miR-5582-3p with sequence UAAAACUUUAAGUGUGCCUAGG. The protein sequence of the target gene is MALQLGRLSSGPCWLVARGGCGGPRAWSQCGGGGLRAWSQRSAAGRVCRPPGPAGTEQSRGLGHGSTSRGGPWVGTGLAAALAGLVGLATAAFGHVQRAEMLPKTSGTRATSLGRPEEEEDELAHRCSSFMAPPVTDLGELRRRPGDMKTKMELLILETQAQVCQALAQVDGGANFSVDRWERKEGGGGISCVLQDGCVFEKAGVSISVVHGNLSEEAAKQMRSRGKVLKTKDGKLPFCAMGVSSVIHPKNPHAPTIHFNYRYFEVEEADGNKQWWFGGGCDLTPTYLNQEDAVHFHRTL.... Result: 1 (interaction). (4) The miRNA is mmu-miR-122-5p with sequence UGGAGUGUGACAAUGGUGUUUG. The protein sequence of the target gene is MGSTESSEGRRVSFGVDEEERVRVLQGVRLSENVVNRMKEPSSPPPAPTSSTFGLQDGNLRAPHKESTLPRSGSSGGQQPSGMKEGVKRYEQEHAAIQDKLFQVAKREREAATKHSKASLPTGEGSISHEEQKSVRLARELESREAELRRRDTFYKEQLERIERKNAEMYKLSSEQFHEAASKMESTIKPRRVEPVCSGLQAQILHCYRDRPHEVLLCSDLVKAYQRCVSAAHKG. Result: 0 (no interaction). (5) The miRNA is hsa-miR-619-3p with sequence GACCUGGACAUGUUUGUGCCCAGU. The protein sequence of the target gene is MLLQPAPCAPSAGFPRPLAAPGAMHGSQKDTTFTKIFVGGLPYHTTDASLRKYFEGFGDIEEAVVITDRQTGKSRGYGFVTMADRAAAERACKDPNPIIDGRKANVNLAYLGAKPRSLQTGFAIGVQQLHPTLIQRTYGLTPHYIYPPAIVQPSVVIPAAPVPSLSSPYIEYTPASPAYAQYPPATYDQYPYAASPATAASFVGYSYPAAVPQALSAAAPAGTTFVQYQAPQLQPDRMQ. Result: 1 (interaction).